This data is from Forward reaction prediction with 1.9M reactions from USPTO patents (1976-2016). The task is: Predict the product of the given reaction. (1) Given the reactants [Si]([O:8][CH:9]1[CH2:30][CH2:29][CH2:28][C:10]21[O:14][C:13](=[O:15])[N:12]([C:16]1[CH:23]=[CH:22][C:19]([C:20]#[N:21])=[C:18]([Cl:24])[C:17]=1[CH3:25])[CH:11]2[O:26][CH3:27])(C(C)(C)C)(C)C.Cl, predict the reaction product. The product is: [Cl:24][C:18]1[C:17]([CH3:25])=[C:16]([N:12]2[CH:11]([O:26][CH3:27])[C:10]3([CH2:28][CH2:29][CH2:30][CH:9]3[OH:8])[O:14][C:13]2=[O:15])[CH:23]=[CH:22][C:19]=1[C:20]#[N:21]. (2) Given the reactants COC1C=CC(C([NH:18][C:19]([C:21]2[CH:22]=[CH:23][C:24]3[CH:28]=[C:27]([C:29]4[C:34]([Cl:35])=[CH:33][N:32]=[C:31]([NH:36][CH2:37][CH2:38][CH2:39][N:40]5[CH2:45][CH2:44][N:43]([CH3:46])[CH2:42][CH2:41]5)[N:30]=4)[S:26][C:25]=3[CH:47]=2)=[O:20])C2C=CC(OC)=CC=2)=CC=1, predict the reaction product. The product is: [ClH:35].[ClH:35].[ClH:35].[Cl:35][C:34]1[C:29]([C:27]2[S:26][C:25]3[CH:47]=[C:21]([C:19]([NH2:18])=[O:20])[CH:22]=[CH:23][C:24]=3[CH:28]=2)=[N:30][C:31]([NH:36][CH2:37][CH2:38][CH2:39][N:40]2[CH2:41][CH2:42][N:43]([CH3:46])[CH2:44][CH2:45]2)=[N:32][CH:33]=1.